From a dataset of Forward reaction prediction with 1.9M reactions from USPTO patents (1976-2016). Predict the product of the given reaction. (1) Given the reactants Br[C:2]1[C:3]([C:13]#[N:14])=[C:4]([N+:10]([O-:12])=[O:11])[CH:5]=[C:6]([O:8][CH3:9])[CH:7]=1.[Cl:15][C:16]1[CH:21]=[CH:20][CH:19]=[CH:18][C:17]=1B(O)O, predict the reaction product. The product is: [Cl:15][C:16]1[CH:21]=[CH:20][CH:19]=[CH:18][C:17]=1[C:2]1[C:3]([C:13]#[N:14])=[C:4]([N+:10]([O-:12])=[O:11])[CH:5]=[C:6]([O:8][CH3:9])[CH:7]=1. (2) Given the reactants [Cl:1][C:2]1[CH:10]=[C:9]2[C:5]([CH2:6][C:7](=[O:11])[NH:8]2)=[CH:4][CH:3]=1.[CH3:12]N(CCN(C)C)C.[Li]CCCC.IC, predict the reaction product. The product is: [Cl:1][C:2]1[CH:10]=[C:9]2[C:5]([CH:6]([CH3:12])[C:7](=[O:11])[NH:8]2)=[CH:4][CH:3]=1. (3) Given the reactants [N:1]1([C:5]2[CH:10]=[C:9]([O:11][C:12]3[CH:17]=[CH:16][CH:15]=[CH:14][C:13]=3Br)[N:8]=[CH:7][N:6]=2)[CH2:4][CH2:3][CH2:2]1.[F:19][C:20]1[CH:25]=[C:24](B2OC(C)(C)C(C)(C)O2)[CH:23]=[CH:22][C:21]=1[C:35]1[CH:36]=[N:37][C:38]([NH2:41])=[N:39][CH:40]=1, predict the reaction product. The product is: [N:1]1([C:5]2[N:6]=[CH:7][N:8]=[C:9]([O:11][C:12]3[CH:17]=[CH:16][CH:15]=[CH:14][C:13]=3[C:24]3[CH:23]=[CH:22][C:21]([C:35]4[CH:40]=[N:39][C:38]([NH2:41])=[N:37][CH:36]=4)=[C:20]([F:19])[CH:25]=3)[CH:10]=2)[CH2:4][CH2:3][CH2:2]1. (4) Given the reactants [C:1]([O:5][C:6]([N:8]1[C@@H:12]([CH2:13][C:14]2[N:15]=[C:16]([CH3:19])[S:17][CH:18]=2)[C@@H:11]([CH2:20][O:21][Si](C(C)(C)C)(C)C)[O:10][C:9]1([CH3:30])[CH3:29])=[O:7])([CH3:4])([CH3:3])[CH3:2].[OH:21][CH2:20][C@H:11]1[O:10][C:9]([CH3:30])([CH3:29])[N:8]([C:6]([O:5][C:1]([CH3:3])([CH3:4])[CH3:2])=[O:7])[C@H:12]1[CH2:13][C:14]1[N:15]=[C:16]([CH3:19])[S:17][CH:18]=1.CCCC[N+](CCCC)(CCCC)CCCC.[F-], predict the reaction product. The product is: [OH:21][CH2:20][C@H:11]1[O:10][C:9]([CH3:30])([CH3:29])[N:8]([C:6]([O:5][C:1]([CH3:2])([CH3:3])[CH3:4])=[O:7])[C@H:12]1[CH2:13][C:14]1[N:15]=[C:16]([CH3:19])[S:17][CH:18]=1. (5) Given the reactants [C:1]([C:3]1[CH:8]=[CH:7][C:6]([N:9]2[C:13](=[O:14])[C:12]([CH3:16])([CH3:15])[N:11]([C:17]3[CH:30]=[CH:29][C:20]([O:21][CH2:22][C:23]4([C:26](O)=[O:27])[CH2:25][CH2:24]4)=[C:19]([F:31])[CH:18]=3)[C:10]2=[S:32])=[CH:5][C:4]=1[C:33]([F:36])([F:35])[F:34])#[N:2].CN.F[P-](F)(F)(F)(F)F.[N:46]1(OC(N(C)C)=[N+](C)C)[C:50]2N=CC=CC=2N=N1.C(N(CC)C(C)C)(C)C, predict the reaction product. The product is: [C:1]([C:3]1[CH:8]=[CH:7][C:6]([N:9]2[C:13](=[O:14])[C:12]([CH3:16])([CH3:15])[N:11]([C:17]3[CH:30]=[CH:29][C:20]([O:21][CH2:22][C:23]4([C:26]([NH:46][CH3:50])=[O:27])[CH2:24][CH2:25]4)=[C:19]([F:31])[CH:18]=3)[C:10]2=[S:32])=[CH:5][C:4]=1[C:33]([F:34])([F:36])[F:35])#[N:2]. (6) Given the reactants [CH2:1]([N:3]1[C:7]2[CH:8]=[CH:9][CH:10]=[C:11]([CH3:12])[C:6]=2[NH:5][C:4]1=[O:13])[CH3:2].[H-].[Na+].[CH3:16][Si:17]([CH3:24])([CH3:23])[CH2:18][CH2:19][O:20][CH2:21]Cl.C(=O)([O-])O.[Na+], predict the reaction product. The product is: [CH2:1]([N:3]1[C:7]2[CH:8]=[CH:9][CH:10]=[C:11]([CH3:12])[C:6]=2[N:5]([CH2:21][O:20][CH2:19][CH2:18][Si:17]([CH3:24])([CH3:23])[CH3:16])[C:4]1=[O:13])[CH3:2]. (7) Given the reactants [N+:1]([CH2:4][CH2:5][CH2:6][C:7]([O:9][CH3:10])=[O:8])([O-])=[O:2].[C:11]([O:15][C:16]([N:18]1[CH2:21][CH2:20][C@H:19]1[CH2:22][O:23][C:24]1[CH:25]=[N:26][CH:27]=[C:28]([C:30]#[CH:31])[CH:29]=1)=[O:17])([CH3:14])([CH3:13])[CH3:12].C1(N=C=O)C=CC=CC=1.C(N(CC)CC)C, predict the reaction product. The product is: [CH3:10][O:9][C:7](=[O:8])[CH2:6][CH2:5][C:4]1[CH:31]=[C:30]([C:28]2[CH:27]=[N:26][CH:25]=[C:24]([O:23][CH2:22][C@@H:19]3[CH2:20][CH2:21][N:18]3[C:16]([O:15][C:11]([CH3:14])([CH3:13])[CH3:12])=[O:17])[CH:29]=2)[O:2][N:1]=1.